Dataset: Catalyst prediction with 721,799 reactions and 888 catalyst types from USPTO. Task: Predict which catalyst facilitates the given reaction. (1) Reactant: [CH3:1][C:2]1([CH3:9])[CH2:7][CH2:6][C:5](=[O:8])[CH:4]=[CH:3]1. Product: [CH3:1][C:2]1([CH3:9])[CH2:7][CH2:6][C:5](=[O:8])[CH2:4][CH2:3]1. The catalyst class is: 153. (2) Reactant: [S:1]([O-:17])([O:4]CCCCCCCCCCCC)(=[O:3])=[O:2].[Na+].[OH-].[Na+].P(O)([O:42][C:43]1[CH:48]=CC=CC=1)(OCCCCCCCC/C=C\CCCCCCCC)=O.C=C[C:52]1[CH:57]=CC=CC=1.C(C1C=CC=CC=1C=C)=C.[N:68]([C:79](C#N)(C)[CH2:80]CC(O)=O)=NC(C#N)(C)CCC(O)=O. Product: [OH2:2].[N:68]1([CH2:57][CH2:52][S:1]([OH:17])(=[O:4])=[O:3])[CH2:48][CH2:43][O:42][CH2:80][CH2:79]1. The catalyst class is: 6. (3) Reactant: C([O:4][CH2:5][C:6]1[C:7]([N:28]2[N:37]=[CH:36][C:35]3[C:30](=[C:31]([F:42])[CH:32]=[C:33]([C:38]([CH3:41])([CH3:40])[CH3:39])[CH:34]=3)[C:29]2=[O:43])=[N:8][CH:9]=[CH:10][C:11]=1[C:12]1[N:13]=[C:14]([NH:20][C:21]2[CH:22]=[N:23][N:24]([CH2:26][CH3:27])[CH:25]=2)[C:15](=[O:19])[N:16]([CH3:18])[CH:17]=1)(=O)C.[OH-].[Li+]. Product: [C:38]([C:33]1[CH:34]=[C:35]2[C:30](=[C:31]([F:42])[CH:32]=1)[C:29](=[O:43])[N:28]([C:7]1[C:6]([CH2:5][OH:4])=[C:11]([C:12]3[N:13]=[C:14]([NH:20][C:21]4[CH:22]=[N:23][N:24]([CH2:26][CH3:27])[CH:25]=4)[C:15](=[O:19])[N:16]([CH3:18])[CH:17]=3)[CH:10]=[CH:9][N:8]=1)[N:37]=[CH:36]2)([CH3:41])([CH3:39])[CH3:40]. The catalyst class is: 854. (4) Reactant: [Cl:1][C:2]1[CH:7]=[CH:6][CH:5]=[C:4]([Si:8]([CH3:11])([CH3:10])[CH3:9])[C:3]=1[N:12]=[C:13]=[O:14].[CH2:15]([NH2:17])[CH3:16].C(OCC)(=O)C. The catalyst class is: 11. Product: [Cl:1][C:2]1[CH:7]=[CH:6][CH:5]=[C:4]([Si:8]([CH3:10])([CH3:11])[CH3:9])[C:3]=1[NH:12][C:13]([NH:17][CH2:15][CH3:16])=[O:14]. (5) Reactant: [NH2:1][C:2]1[C:3]([O:28][C:29]2[CH:34]=[CH:33][C:32]([F:35])=[CH:31][C:30]=2[F:36])=[C:4]([C:9]2[C:10]3[C:11](=[N:17][N:18](COCC[Si](C)(C)C)[CH:19]=3)[C:12](=[O:16])[N:13]([CH3:15])[CH:14]=2)[CH:5]=[CH:6][C:7]=1[NH2:8].[CH:37]([O-])([O-])OCC.O.C1(C)C=CC(S(O)(=O)=O)=CC=1.FC(F)(F)C(O)=O. Product: [F:36][C:30]1[CH:31]=[C:32]([F:35])[CH:33]=[CH:34][C:29]=1[O:28][C:3]1[C:2]2[N:1]=[CH:37][NH:8][C:7]=2[CH:6]=[CH:5][C:4]=1[C:9]1[C:10]2[CH:19]=[N:18][NH:17][C:11]=2[C:12](=[O:16])[N:13]([CH3:15])[CH:14]=1. The catalyst class is: 595. (6) Reactant: O[C:2]1[C:11]2[C:6](=[CH:7][C:8]([O:14][CH2:15][CH2:16][CH2:17][N:18]3[CH2:22][CH2:21][CH2:20][CH2:19]3)=[C:9]([O:12][CH3:13])[CH:10]=2)[N:5]=[CH:4][N:3]=1.S(Cl)([Cl:25])=O. Product: [Cl:25][C:2]1[C:11]2[C:6](=[CH:7][C:8]([O:14][CH2:15][CH2:16][CH2:17][N:18]3[CH2:22][CH2:21][CH2:20][CH2:19]3)=[C:9]([O:12][CH3:13])[CH:10]=2)[N:5]=[CH:4][N:3]=1. The catalyst class is: 3.